From a dataset of Reaction yield outcomes from USPTO patents with 853,638 reactions. Predict the reaction yield, written as a fraction of the theoretical maximum amount of product (1.0 means a 100% yield; for example, 0.34 means a 34% yield). (1) The reactants are [CH3:1][N:2]1[C:6]([CH3:7])=[C:5]([NH:8][C:9]([O:11][C@@H:12]([C:14]2[CH:19]=[CH:18][CH:17]=[CH:16][CH:15]=2)[CH3:13])=[O:10])[C:4]([C:20]2[CH:28]=[CH:27][C:23]([C:24](O)=[O:25])=[CH:22][CH:21]=2)=[N:3]1.ON1C2C=CC=CC=2N=N1.CCN=C=NCCCN(C)C.C(N(C(C)C)CC)(C)C.[CH3:59][O:60][C:61](=[O:71])[C@@H:62]([CH2:64][C:65]1[CH:70]=[CH:69][CH:68]=[CH:67][CH:66]=1)[NH2:63]. The catalyst is C(OCC)(=O)C.CN(C)C=O. The product is [CH3:59][O:60][C:61](=[O:71])[C@H:62]([NH:63][C:24](=[O:25])[C:23]1[CH:27]=[CH:28][C:20]([C:4]2[C:5]([NH:8][C:9]([O:11][C@@H:12]([C:14]3[CH:19]=[CH:18][CH:17]=[CH:16][CH:15]=3)[CH3:13])=[O:10])=[C:6]([CH3:7])[N:2]([CH3:1])[N:3]=2)=[CH:21][CH:22]=1)[CH2:64][C:65]1[CH:70]=[CH:69][CH:68]=[CH:67][CH:66]=1. The yield is 0.530. (2) The reactants are [Cl:1][C:2]1[CH:7]=[CH:6][C:5]([Cl:8])=[CH:4][C:3]=1[F:9].[S:10](=O)(=[O:13])([OH:12])[OH:11]. The catalyst is C(OCC)(=O)C. The product is [Cl:8][C:5]1[CH:4]=[C:3]([F:9])[C:2]([Cl:1])=[CH:7][C:6]=1[S:10]([OH:13])(=[O:12])=[O:11]. The yield is 0.450. (3) The reactants are [CH:1]1([N:4]2[CH2:9][CH2:8][N:7]([C:10]3[S:11][C:12]4[CH:18]=[C:17]([CH:19]=O)[CH:16]=[CH:15][C:13]=4[N:14]=3)[CH2:6][CH2:5]2)[CH2:3][CH2:2]1.[NH:21]1[CH2:25][CH2:24][CH2:23][CH2:22]1.C(O)(=O)C.[BH3-]C#N.[Na+]. The catalyst is CO.C1COCC1. The product is [CH:1]1([N:4]2[CH2:9][CH2:8][N:7]([C:10]3[S:11][C:12]4[CH:18]=[C:17]([CH2:19][N:21]5[CH2:25][CH2:24][CH2:23][CH2:22]5)[CH:16]=[CH:15][C:13]=4[N:14]=3)[CH2:6][CH2:5]2)[CH2:3][CH2:2]1. The yield is 0.270. (4) The reactants are Cl[C:2]1[CH:3]=[C:4]([CH:14]=[CH:15][C:16]=1[N+:17]([O-:19])=[O:18])[C:5]([NH:7][C:8]1[CH:13]=[CH:12][CH:11]=[CH:10][CH:9]=1)=[O:6].[C:20]([O:24][C:25](=[O:34])[NH:26][CH2:27][CH:28]1[CH2:33][CH2:32][NH:31][CH2:30][CH2:29]1)([CH3:23])([CH3:22])[CH3:21].C(=O)([O-])[O-].[K+].[K+]. The catalyst is CN(C)C=O. The product is [C:20]([O:24][C:25](=[O:34])[NH:26][CH2:27][CH:28]1[CH2:29][CH2:30][N:31]([C:2]2[CH:3]=[C:4]([C:5](=[O:6])[NH:7][C:8]3[CH:13]=[CH:12][CH:11]=[CH:10][CH:9]=3)[CH:14]=[CH:15][C:16]=2[N+:17]([O-:19])=[O:18])[CH2:32][CH2:33]1)([CH3:23])([CH3:21])[CH3:22]. The yield is 0.610. (5) The reactants are [CH:1]1([NH:4][C:5](=[O:33])[NH:6][C:7]2[CH:31]=[CH:30][C:10]([O:11][C:12]3[CH:17]=[CH:16][N:15]=[C:14]4[CH:18]=[C:19]([C:21]5[CH:29]=[CH:28][C:24]([C:25]([OH:27])=O)=[CH:23][N:22]=5)[S:20][C:13]=34)=[C:9]([F:32])[CH:8]=2)[CH2:3][CH2:2]1.[Si:34]([O:41][C@@H:42]([C@H:46]([O:74][Si:75]([C:78]([CH3:81])([CH3:80])[CH3:79])([CH3:77])[CH3:76])[C@@H:47]([O:66][Si:67]([C:70]([CH3:73])([CH3:72])[CH3:71])([CH3:69])[CH3:68])[C@@H:48]([O:58][Si:59]([C:62]([CH3:65])([CH3:64])[CH3:63])([CH3:61])[CH3:60])[CH2:49][O:50][Si:51]([C:54]([CH3:57])([CH3:56])[CH3:55])([CH3:53])[CH3:52])[CH2:43][NH:44][CH3:45])([C:37]([CH3:40])([CH3:39])[CH3:38])([CH3:36])[CH3:35].CCN(C(C)C)C(C)C.CN(C(ON1N=NC2C=CC=NC1=2)=[N+](C)C)C.F[P-](F)(F)(F)(F)F. The catalyst is CN(C=O)C. The product is [CH:1]1([NH:4][C:5](=[O:33])[NH:6][C:7]2[CH:31]=[CH:30][C:10]([O:11][C:12]3[CH:17]=[CH:16][N:15]=[C:14]4[CH:18]=[C:19]([C:21]5[CH:29]=[CH:28][C:24]([C:25]([N:44]([CH3:45])[CH2:43][C@@H:42]([O:41][Si:34]([C:37]([CH3:40])([CH3:39])[CH3:38])([CH3:35])[CH3:36])[C@H:46]([O:74][Si:75]([C:78]([CH3:81])([CH3:80])[CH3:79])([CH3:76])[CH3:77])[C@@H:47]([O:66][Si:67]([C:70]([CH3:71])([CH3:72])[CH3:73])([CH3:69])[CH3:68])[C@@H:48]([O:58][Si:59]([C:62]([CH3:65])([CH3:64])[CH3:63])([CH3:60])[CH3:61])[CH2:49][O:50][Si:51]([C:54]([CH3:55])([CH3:56])[CH3:57])([CH3:53])[CH3:52])=[O:27])=[CH:23][N:22]=5)[S:20][C:13]=34)=[C:9]([F:32])[CH:8]=2)[CH2:2][CH2:3]1. The yield is 0.540. (6) The reactants are C([O:8][C:9]1[CH:14]=[CH:13][C:12]([N:15]2[CH:20]=[C:19]([O:21][CH3:22])[C:18](=[O:23])[C:17]([C:24]3[N:28]([C:29]4[CH:34]=[CH:33][CH:32]=[CH:31][CH:30]=4)[N:27]=[CH:26][CH:25]=3)=[N:16]2)=[C:11]([F:35])[CH:10]=1)C1C=CC=CC=1.C1COCC1. The catalyst is [Pd].CO. The product is [F:35][C:11]1[CH:10]=[C:9]([OH:8])[CH:14]=[CH:13][C:12]=1[N:15]1[CH:20]=[C:19]([O:21][CH3:22])[C:18](=[O:23])[C:17]([C:24]2[N:28]([C:29]3[CH:30]=[CH:31][CH:32]=[CH:33][CH:34]=3)[N:27]=[CH:26][CH:25]=2)=[N:16]1. The yield is 0.910. (7) The reactants are C(N(CC)C(C)C)(C)C.[C:10]([O:14][C:15]([N:17]1[CH2:21][CH2:20][CH:19](C(O)=O)[CH2:18]1)=[O:16])([CH3:13])([CH3:12])[CH3:11].CN([C:28]([O:32]N1N=NC2C=CC=NC1=2)=[N+](C)C)C.F[P-](F)(F)(F)(F)F.[CH2:49]([O:51][C:52](=[O:63])[C:53]([NH2:62])([C:55]1[CH:60]=[CH:59][C:58]([Br:61])=[CH:57][CH:56]=1)[CH3:54])[CH3:50]. The catalyst is CN(C=O)C. The product is [C:10]([O:14][C:15]([N:17]1[CH2:18][CH2:19][CH2:20][CH:21]1[C:28](=[O:32])[NH:62][C:53]([C:55]1[CH:56]=[CH:57][C:58]([Br:61])=[CH:59][CH:60]=1)([C:52]([O:51][CH2:49][CH3:50])=[O:63])[CH3:54])=[O:16])([CH3:11])([CH3:12])[CH3:13]. The yield is 0.580. (8) The reactants are C([Mg]Br)C.[I:5][C:6]1[N:7]=[C:8]2[C:14]3[CH:15]=[CH:16][C:17]([C:19]([O:21][CH3:22])=[O:20])=[CH:18][C:13]=3[O:12][CH2:11][CH2:10][N:9]2[C:23]=1I.[NH4+].[Cl-]. The catalyst is C(OCC)C.C1COCC1. The product is [I:5][C:6]1[N:7]=[C:8]2[C:14]3[CH:15]=[CH:16][C:17]([C:19]([O:21][CH3:22])=[O:20])=[CH:18][C:13]=3[O:12][CH2:11][CH2:10][N:9]2[CH:23]=1. The yield is 0.800. (9) The reactants are [Br:1]Br.[F:3][C:4]1[CH:13]=[C:12]2[C:7]([CH:8]=[CH:9][N:10](C)[C:11]2=[O:14])=[CH:6][CH:5]=1.O. The catalyst is C(O)(=O)C. The product is [Br:1][C:8]1[C:7]2[C:12](=[CH:13][C:4]([F:3])=[CH:5][CH:6]=2)[C:11](=[O:14])[NH:10][CH:9]=1. The yield is 0.440.